From a dataset of Catalyst prediction with 721,799 reactions and 888 catalyst types from USPTO. Predict which catalyst facilitates the given reaction. (1) Reactant: COC(=O)C1C=CC(C)=C(Br)C=1.BrC1C=C(C#N)C=CC=1C.[C:23]([C:25]1[CH:26]=[CH:27][C:28]([CH3:48])=[C:29]([C:31]2[CH:36]=[CH:35][C:34]([NH:37][C:38](=[O:47])[C:39]3[C:44]([F:45])=[CH:43][CH:42]=[CH:41][C:40]=3[F:46])=[CH:33][CH:32]=2)[CH:30]=1)#[N:24].[N-:49]=[N+:50]=[N-:51].[Na+].[Cl-].[NH4+]. Product: [C:23]([C:25]1[CH:26]=[CH:27][C:28]([CH3:48])=[C:29]([C:31]2[CH:32]=[CH:33][C:34]([NH:37][C:38](=[O:47])[C:39]3[C:40]([F:46])=[CH:41][CH:42]=[CH:43][C:44]=3[F:45])=[CH:35][CH:36]=2)[CH:30]=1)#[N:24].[F:46][C:40]1[CH:41]=[CH:42][CH:43]=[C:44]([F:45])[C:39]=1[C:38]([NH:37][C:34]1[CH:33]=[CH:32][C:31]([C:29]2[CH:30]=[C:25]([C:23]3[NH:51][N:50]=[N:49][N:24]=3)[CH:26]=[CH:27][C:28]=2[CH3:48])=[CH:36][CH:35]=1)=[O:47]. The catalyst class is: 31. (2) Reactant: [H-].[Na+].[N+:3]([C:6]1[CH:7]=[C:8]([S:12]([NH2:15])(=[O:14])=[O:13])[CH:9]=[CH:10][CH:11]=1)([O-:5])=[O:4].Cl[C:17]([O:19][CH3:20])=[O:18].Cl. Product: [CH3:20][O:19][C:17]([NH:15][S:12]([C:8]1[CH:9]=[CH:10][CH:11]=[C:6]([N+:3]([O-:5])=[O:4])[CH:7]=1)(=[O:13])=[O:14])=[O:18]. The catalyst class is: 1. (3) Reactant: [OH:1][C:2]1[CH:3]=[C:4]([CH:7]=[CH:8][C:9]=1[OH:10])[CH:5]=[O:6].C(=O)([O-])[O-].[K+].[K+].Br[CH2:18][CH2:19][O:20][CH2:21][C:22]1[CH:27]=[CH:26][CH:25]=[CH:24][CH:23]=1.[Cl-].[NH4+]. Product: [CH2:21]([O:20][CH2:19][CH2:18][O:10][C:9]1[CH:8]=[CH:7][C:4]([CH:5]=[O:6])=[CH:3][C:2]=1[OH:1])[C:22]1[CH:27]=[CH:26][CH:25]=[CH:24][CH:23]=1. The catalyst class is: 39. (4) Reactant: [Br:1][C:2]1[CH:7]=[CH:6][C:5]([S:8]([CH:11]([CH3:13])[CH3:12])(=[O:10])=[O:9])=[CH:4][CH:3]=1.[Li+].CC([N-]C(C)C)C.Br[CH2:23][C:24]([O:26][C:27]([CH3:30])([CH3:29])[CH3:28])=[O:25]. Product: [Br:1][C:2]1[CH:7]=[CH:6][C:5]([S:8]([C:11]([CH3:13])([CH3:12])[CH2:23][C:24]([O:26][C:27]([CH3:30])([CH3:29])[CH3:28])=[O:25])(=[O:10])=[O:9])=[CH:4][CH:3]=1. The catalyst class is: 56. (5) Reactant: [OH-].[Na+].C([O:5][C:6](=[O:37])[CH2:7][O:8][C:9]1[CH:14]=[CH:13][C:12]([CH2:15][CH2:16][CH:17]([O:19][C:20]2[CH:25]=[CH:24][C:23]([CH2:26][CH3:27])=[CH:22][C:21]=2[C:28](=[O:35])[C:29]2[CH:34]=[CH:33][CH:32]=[CH:31][CH:30]=2)[CH3:18])=[CH:11][C:10]=1[CH3:36])C.Cl. Product: [C:28]([C:21]1[CH:22]=[C:23]([CH2:26][CH3:27])[CH:24]=[CH:25][C:20]=1[O:19][CH:17]([CH3:18])[CH2:16][CH2:15][C:12]1[CH:13]=[CH:14][C:9]([O:8][CH2:7][C:6]([OH:37])=[O:5])=[C:10]([CH3:36])[CH:11]=1)(=[O:35])[C:29]1[CH:30]=[CH:31][CH:32]=[CH:33][CH:34]=1. The catalyst class is: 8. (6) Reactant: C([N:8]([CH2:16][C@@H:17]1[O:21][C:20](=[O:22])[N:19]([C:23]2[CH:28]=[CH:27][C:26]([N:29]3[CH2:34][CH2:33][O:32][CH2:31][CH2:30]3)=[C:25]([F:35])[CH:24]=2)[CH2:18]1)CC1C=CC=CC=1)C1C=CC=CC=1.N#N.[H][H]. Product: [NH2:8][CH2:16][C@@H:17]1[O:21][C:20](=[O:22])[N:19]([C:23]2[CH:28]=[CH:27][C:26]([N:29]3[CH2:30][CH2:31][O:32][CH2:33][CH2:34]3)=[C:25]([F:35])[CH:24]=2)[CH2:18]1. The catalyst class is: 153. (7) Reactant: [O:1]=[C:2]1[N:6]([CH2:7][C:8]2[CH:9]=[N:10][CH:11]=[CH:12][CH:13]=2)[C@H:5]([C:14]([OH:16])=O)[CH2:4][CH2:3]1.Cl.CN(C)CCCN=C=NCC.ON1C2C=CC=CC=2N=N1.[Cl:39][C:40]1[C:45]([C:46]([F:49])([F:48])[F:47])=[CH:44][CH:43]=[CH:42][C:41]=1[CH2:50][NH2:51]. Product: [Cl:39][C:40]1[C:45]([C:46]([F:48])([F:49])[F:47])=[CH:44][CH:43]=[CH:42][C:41]=1[CH2:50][NH:51][C:14](=[O:16])[C@@H:5]1[CH2:4][CH2:3][C:2](=[O:1])[N:6]1[CH2:7][C:8]1[CH:9]=[N:10][CH:11]=[CH:12][CH:13]=1. The catalyst class is: 4. (8) Reactant: [CH2:1]([N:8]1[C:13](=[O:14])[CH:12]=[CH:11][C:10]([C:15]2[S:19][C:18]([C:20]([O:22]CC)=O)=[N:17][C:16]=2[C:25]2[CH:30]=[CH:29][CH:28]=[CH:27][CH:26]=2)=[N:9]1)[C:2]1[CH:7]=[CH:6][CH:5]=[CH:4][CH:3]=1.[CH:31]1([NH2:34])[CH2:33][CH2:32]1. Product: [CH2:1]([N:8]1[C:13](=[O:14])[CH:12]=[CH:11][C:10]([C:15]2[S:19][C:18]([C:20]([NH:34][CH:31]3[CH2:33][CH2:32]3)=[O:22])=[N:17][C:16]=2[C:25]2[CH:30]=[CH:29][CH:28]=[CH:27][CH:26]=2)=[N:9]1)[C:2]1[CH:7]=[CH:6][CH:5]=[CH:4][CH:3]=1. The catalyst class is: 12. (9) Reactant: [NH2:1][C:2]1[N:7]=[C:6]([C:8]2[S:12][C:11]3[CH:13]=[CH:14][C:15]([CH2:17][C:18]4[CH:19]=[C:20]([CH:24]=[CH:25][CH:26]=4)[C:21]([OH:23])=[O:22])=[CH:16][C:10]=3[C:9]=2[CH3:27])[CH:5]=[CH:4][N:3]=1.[CH3:28][Si](C=[N+]=[N-])(C)C.C1COCC1. Product: [NH2:1][C:2]1[N:7]=[C:6]([C:8]2[S:12][C:11]3[CH:13]=[CH:14][C:15]([CH2:17][C:18]4[CH:19]=[C:20]([CH:24]=[CH:25][CH:26]=4)[C:21]([O:23][CH3:28])=[O:22])=[CH:16][C:10]=3[C:9]=2[CH3:27])[CH:5]=[CH:4][N:3]=1. The catalyst class is: 5. (10) Reactant: [NH2:1][C:2]1[N:3]=[CH:4][C:5]([C:12]2[CH:13]=[C:14]([CH:18]=[CH:19][CH:20]=2)[C:15]([OH:17])=O)=[N:6][C:7]=1[C:8]([NH:10][CH3:11])=[O:9].O[N:22]1[C:26]2[CH:27]=[CH:28][CH:29]=[CH:30][C:25]=2N=[N:23]1.CN1CCOCC1.C1(NN)C=CC=CC=1. Product: [NH2:1][C:2]1[C:7]([C:8]([NH:10][CH3:11])=[O:9])=[N:6][C:5]([C:12]2[CH:20]=[CH:19][CH:18]=[C:14]([C:15]([NH:23][NH:22][C:26]3[CH:27]=[CH:28][CH:29]=[CH:30][CH:25]=3)=[O:17])[CH:13]=2)=[CH:4][N:3]=1. The catalyst class is: 39.